Dataset: Catalyst prediction with 721,799 reactions and 888 catalyst types from USPTO. Task: Predict which catalyst facilitates the given reaction. (1) Reactant: [Cl:1][C:2]1[CH:9]=[C:8]([F:10])[CH:7]=[CH:6][C:3]=1[CH:4]=O.[C:11]([O:15][C:16](=[O:21])[NH:17][CH2:18][CH2:19][NH2:20])([CH3:14])([CH3:13])[CH3:12].[BH4-].[Na+]. Product: [C:11]([O:15][C:16](=[O:21])[NH:17][CH2:18][CH2:19][NH:20][CH2:4][C:3]1[CH:6]=[CH:7][C:8]([F:10])=[CH:9][C:2]=1[Cl:1])([CH3:14])([CH3:12])[CH3:13]. The catalyst class is: 5. (2) Reactant: Br[CH2:2][C:3]1[C:11]2[O:10][C:9]([C:12]3[CH:17]=[CH:16][C:15]([O:18][CH3:19])=[CH:14][CH:13]=3)=[CH:8][C:7]=2[CH:6]=[C:5]([O:20][CH3:21])[CH:4]=1.[C-:22]#[N:23].[K+].C1OCCOCCOCCOCCOCCOC1.O. Product: [CH3:21][O:20][C:5]1[CH:4]=[C:3]([CH2:2][C:22]#[N:23])[C:11]2[O:10][C:9]([C:12]3[CH:17]=[CH:16][C:15]([O:18][CH3:19])=[CH:14][CH:13]=3)=[CH:8][C:7]=2[CH:6]=1. The catalyst class is: 9. (3) Product: [F:1][C:2]1[CH:7]=[C:6]([I:8])[CH:5]=[CH:4][C:3]=1[NH:9][C:14]1[N:15]([CH3:34])[C:16](=[O:33])[CH:17]=[C:18]([O:19][C:20]2[CH:25]=[CH:24][CH:23]=[C:22]([O:26][C@@H:27]3[CH2:31][CH2:30][O:29][CH2:28]3)[C:21]=2[CH3:32])[C:13]=1[C:12]([NH:11][CH2:36][C:37]1[CH:38]=[CH:39][C:40]([O:43][CH3:44])=[CH:41][CH:42]=1)=[O:35]. The catalyst class is: 30. Reactant: [F:1][C:2]1[CH:7]=[C:6]([I:8])[CH:5]=[CH:4][C:3]=1[N:9]1[C:14]2[N:15]([CH3:34])[C:16](=[O:33])[CH:17]=[C:18]([O:19][C:20]3[CH:25]=[CH:24][CH:23]=[C:22]([O:26][C@@H:27]4[CH2:31][CH2:30][O:29][CH2:28]4)[C:21]=3[CH3:32])[C:13]=2[C:12](=[O:35])[N:11]([CH2:36][C:37]2[CH:42]=[CH:41][C:40]([O:43][CH3:44])=[CH:39][CH:38]=2)C1=O.[OH-].[Li+]. (4) Reactant: [CH:1]([CH:3]=[O:4])=O.[F:5][C:6]1[C:7]([NH2:12])=[N:8][CH:9]=[CH:10][CH:11]=1.[C:13]([O-])(O)=[O:14].[Na+]. Product: [CH3:13][O:14][C:3](=[O:4])[CH2:1][NH:12][C:7]1[C:6]([F:5])=[CH:11][CH:10]=[CH:9][N:8]=1. The catalyst class is: 5. (5) Reactant: [F:1][C:2]1[C:32]([O:33][CH3:34])=[CH:31][C:30]([O:35][CH3:36])=[C:29]([F:37])[C:3]=1[CH2:4][O:5][C:6]1[CH:7]=[N:8][C:9]([NH:12][C:13]2[CH:14]=[N:15][C:16]([O:19][CH2:20][CH2:21][O:22]C3CCCCO3)=[CH:17][CH:18]=2)=[N:10][CH:11]=1.Cl.O1CCOCC1. Product: [F:37][C:29]1[C:30]([O:35][CH3:36])=[CH:31][C:32]([O:33][CH3:34])=[C:2]([F:1])[C:3]=1[CH2:4][O:5][C:6]1[CH:11]=[N:10][C:9]([NH:12][C:13]2[CH:18]=[CH:17][C:16]([O:19][CH2:20][CH2:21][OH:22])=[N:15][CH:14]=2)=[N:8][CH:7]=1. The catalyst class is: 5. (6) Reactant: C([N:8]1[C:12]([C:13]2[CH:18]=[CH:17][C:16]([F:19])=[CH:15][C:14]=2[F:20])=[C:11]([C:21]2[CH:26]=[CH:25][C:24]([N+:27]([O-])=O)=[C:23]([N:30]([CH:33]([CH:35](C)C)C)[C:31]#[N:32])[CH:22]=2)[N:10]=[C:9]1[CH3:38])C1C=CC=CC=1.[CH:39]1CC=CCC=1.[CH2:45](O)[CH3:46]. Product: [CH3:39][CH:45]([CH3:46])[CH:33]([N:30]1[C:23]2[CH:22]=[C:21]([C:11]3[NH:10][C:9]([CH3:38])=[N:8][C:12]=3[C:13]3[CH:18]=[CH:17][C:16]([F:19])=[CH:15][C:14]=3[F:20])[CH:26]=[CH:25][C:24]=2[N:27]=[C:31]1[NH2:32])[CH3:35]. The catalyst class is: 45. (7) Reactant: [C:1]([C:5]1[CH:6]=[C:7]([NH2:38])[N:8]([C:10]2[CH:15]=[CH:14][C:13]([CH2:16][O:17][Si:18]([CH:25]([CH3:27])[CH3:26])([CH:22]([CH3:24])[CH3:23])[CH:19]([CH3:21])[CH3:20])=[C:12]([O:28][CH2:29][CH2:30][O:31]C3CCCCO3)[CH:11]=2)[N:9]=1)([CH3:4])([CH3:3])[CH3:2].[CH3:39][C@H:40]1[CH2:45][CH2:44][CH2:43][C@@H:42]([CH3:46])[N:41]1[C:47]1[N:51]2[CH:52]=[C:53]([O:56][C@H:57]3[C:66]4[C:61](=[CH:62][CH:63]=[CH:64][CH:65]=4)[C@@H:60]([NH2:67])[CH2:59][CH2:58]3)[CH:54]=[CH:55][C:50]2=[N:49][N:48]=1.CCN(C(C)C)C(C)C.C1(C)C=CC(S([O-])(=O)=O)=CC=1.[NH+]1C=CC=CC=1.[O:94]1CCOC[CH2:95]1. Product: [C:1]([C:5]1[CH:6]=[C:7]([NH:38][C:95]([NH:67][C@@H:60]2[C:61]3[C:66](=[CH:65][CH:64]=[CH:63][CH:62]=3)[C@H:57]([O:56][C:53]3[CH:54]=[CH:55][C:50]4[N:51]([C:47]([N:41]5[C@H:40]([CH3:39])[CH2:45][CH2:44][CH2:43][C@@H:42]5[CH3:46])=[N:48][N:49]=4)[CH:52]=3)[CH2:58][CH2:59]2)=[O:94])[N:8]([C:10]2[CH:15]=[CH:14][C:13]([CH2:16][O:17][Si:18]([CH:22]([CH3:24])[CH3:23])([CH:19]([CH3:20])[CH3:21])[CH:25]([CH3:27])[CH3:26])=[C:12]([O:28][CH2:29][CH2:30][OH:31])[CH:11]=2)[N:9]=1)([CH3:2])([CH3:4])[CH3:3]. The catalyst class is: 5. (8) Reactant: COC1C=C(OC)C=CC=1C[N:6]([C:32]1[CH:37]=[CH:36][N:35]=[CH:34][N:33]=1)[S:7]([C:10]1[CH:15]=[C:14]([F:16])[C:13]([O:17][C@H:18]2[CH2:22][CH2:21][C:20]([CH3:24])([CH3:23])[C@@H:19]2[C:25]2[N:29]([CH3:30])[N:28]=[CH:27][CH:26]=2)=[CH:12][C:11]=1[F:31])(=[O:9])=[O:8].C([SiH](CC)CC)C.FC(F)(F)C(O)=O. Product: [CH3:23][C:20]1([CH3:24])[CH2:21][CH2:22][C@H:18]([O:17][C:13]2[C:14]([F:16])=[CH:15][C:10]([S:7]([NH:6][C:32]3[CH:37]=[CH:36][N:35]=[CH:34][N:33]=3)(=[O:9])=[O:8])=[C:11]([F:31])[CH:12]=2)[C@H:19]1[C:25]1[N:29]([CH3:30])[N:28]=[CH:27][CH:26]=1. The catalyst class is: 4. (9) The catalyst class is: 6. Product: [CH2:11]=[CH:10][C:9]#[N:12].[CH2:1]=[CH:2][C:3]1[CH:8]=[CH:7][CH:6]=[CH:5][CH:4]=1. Reactant: [CH2:1]=[CH:2][C:3]1[CH:8]=[CH:7][CH:6]=[CH:5][CH:4]=1.[C:9](#[N:12])[CH:10]=[CH2:11].C(OS(C1C=CC=CC=1)(=O)=O)CCCCCCCCCCC.P([O-])([O-])([O-])=O.[Ca+2].P([O-])([O-])([O-])=O.[Ca+2].[Ca+2].